Dataset: Forward reaction prediction with 1.9M reactions from USPTO patents (1976-2016). Task: Predict the product of the given reaction. (1) The product is: [ClH:63].[NH2:8][CH2:9][C@H:10]1[CH2:15][CH2:14][C@H:13]([C:16]([NH:18][C@H:19]([C:50](=[O:62])[NH:51][C:52]2[CH:61]=[CH:60][C:55]3[NH:56][C:57](=[O:59])[NH:58][C:54]=3[CH:53]=2)[CH2:20][C:21]2[CH:26]=[CH:25][C:24]([C:27]3[CH:32]=[CH:31][C:30]([C:33]([NH:35][CH:36]4[CH2:37][CH2:38][NH:39][CH2:40][CH2:41]4)=[O:34])=[CH:29][C:28]=3[CH3:49])=[CH:23][CH:22]=2)=[O:17])[CH2:12][CH2:11]1. Given the reactants C(OC([NH:8][CH2:9][C@H:10]1[CH2:15][CH2:14][C@H:13]([C:16]([NH:18][C@H:19]([C:50](=[O:62])[NH:51][C:52]2[CH:61]=[CH:60][C:55]3[NH:56][C:57](=[O:59])[NH:58][C:54]=3[CH:53]=2)[CH2:20][C:21]2[CH:26]=[CH:25][C:24]([C:27]3[CH:32]=[CH:31][C:30]([C:33]([NH:35][CH:36]4[CH2:41][CH2:40][N:39](C(OC(C)(C)C)=O)[CH2:38][CH2:37]4)=[O:34])=[CH:29][C:28]=3[CH3:49])=[CH:23][CH:22]=2)=[O:17])[CH2:12][CH2:11]1)=O)(C)(C)C.[ClH:63], predict the reaction product. (2) Given the reactants [C:1]1([C:7]2[N:8]=[CH:9][C:10]([NH:19][CH2:20][CH3:21])=[N:11][C:12]=2[C:13]2[CH:18]=[CH:17][CH:16]=[CH:15][CH:14]=2)[CH:6]=[CH:5][CH:4]=[CH:3][CH:2]=1.[C:22]([O:26][C:27](=[O:35])[CH2:28][O:29][CH2:30][CH2:31][CH2:32][CH2:33]Br)([CH3:25])([CH3:24])[CH3:23], predict the reaction product. The product is: [C:22]([O:26][C:27](=[O:35])[CH2:28][O:29][CH2:30][CH2:31][CH2:32][CH2:33][N:19]([C:10]1[CH:9]=[N:8][C:7]([C:1]2[CH:6]=[CH:5][CH:4]=[CH:3][CH:2]=2)=[C:12]([C:13]2[CH:18]=[CH:17][CH:16]=[CH:15][CH:14]=2)[N:11]=1)[CH2:20][CH3:21])([CH3:25])([CH3:24])[CH3:23]. (3) Given the reactants [O:1]=[S:2]1(=[O:23])[CH2:7][CH2:6][CH2:5][CH2:4][N:3]1[C:8]1[N:17]=[C:16]([C:18]([O:20]C)=O)[C:15]([OH:22])=[C:14]2[C:9]=1[CH:10]=[CH:11][CH:12]=[N:13]2.[Cl-].[F:25][C:26]1[CH:31]=[CH:30][C:29]([CH2:32][NH3+:33])=[C:28]([S:34]([CH3:37])(=[O:36])=[O:35])[CH:27]=1, predict the reaction product. The product is: [O:23]=[S:2]1(=[O:1])[CH2:7][CH2:6][CH2:5][CH2:4][N:3]1[C:8]1[N:17]=[C:16]([C:18]([NH:33][CH2:32][C:29]2[CH:30]=[CH:31][C:26]([F:25])=[CH:27][C:28]=2[S:34]([CH3:37])(=[O:36])=[O:35])=[O:20])[C:15]([OH:22])=[C:14]2[C:9]=1[CH:10]=[CH:11][CH:12]=[N:13]2. (4) Given the reactants [Cl:1][C:2]1[CH:3]=[CH:4][C:5]2[CH:11]=[C:10]([C:12]([OH:14])=O)[CH2:9][CH2:8][O:7][C:6]=2[CH:15]=1.ON1C2C=CC=CC=2N=N1.Cl.C(N=C=NCCCN(C)C)C.[N:38]1([C:43]2[CH:44]=[C:45]([CH:47]=[CH:48][CH:49]=2)[NH2:46])[CH:42]=[CH:41][N:40]=[CH:39]1, predict the reaction product. The product is: [N:38]1([C:43]2[CH:44]=[C:45]([NH:46][C:12]([C:10]3[CH2:9][CH2:8][O:7][C:6]4[CH:15]=[C:2]([Cl:1])[CH:3]=[CH:4][C:5]=4[CH:11]=3)=[O:14])[CH:47]=[CH:48][CH:49]=2)[CH:42]=[CH:41][N:40]=[CH:39]1. (5) Given the reactants [Cl:1][C:2]1[CH:7]=[C:6]([Cl:8])[CH:5]=[CH:4][C:3]=1[NH:9][C:10]1[N:15]=[C:14]([C:16]([OH:18])=O)[CH:13]=[CH:12][C:11]=1[CH3:19].[CH3:20][O:21][C:22](=[O:27])[C:23]([CH3:26])([CH3:25])[NH2:24], predict the reaction product. The product is: [Cl:1][C:2]1[CH:7]=[C:6]([Cl:8])[CH:5]=[CH:4][C:3]=1[NH:9][C:10]1[N:15]=[C:14]([C:16]([NH:24][C:23]([CH3:26])([CH3:25])[C:22]([O:21][CH3:20])=[O:27])=[O:18])[CH:13]=[CH:12][C:11]=1[CH3:19]. (6) Given the reactants [C:1]([C:5]1[CH:6]=[C:7]2[C:19]3=[C:20]4[C:10](=[C:11]([CH3:35])[CH:12]=[C:13]([C:21]5[C:22]6[C:27]([CH:28]=[C:29]7[C:34]=5[CH:33]=[CH:32][CH:31]=[CH:30]7)=[CH:26][CH:25]=[CH:24][CH:23]=6)[C:14]4=[CH:15][CH:16]=[C:17]3[CH:18]=1)[CH:9]=[CH:8]2)([CH3:4])([CH3:3])[CH3:2].[OH-].[K+].[Br:38]Br.S([O-])([O-])(=O)=S.[Na+].[Na+], predict the reaction product. The product is: [Br:38][C:28]1[C:29]2[C:34]([C:21]([C:13]3[C:14]4[C:20]5=[C:19]6[C:17](=[CH:16][CH:15]=4)[CH:18]=[C:5]([C:1]([CH3:4])([CH3:3])[CH3:2])[CH:6]=[C:7]6[CH:8]=[CH:9][C:10]5=[C:11]([CH3:35])[CH:12]=3)=[C:22]3[C:27]=1[CH:26]=[CH:25][CH:24]=[CH:23]3)=[CH:33][CH:32]=[CH:31][CH:30]=2. (7) Given the reactants Cl[C:2]1[C:11]2[C:6](=[CH:7][CH:8]=[CH:9][CH:10]=2)[C:5]([NH:12][C:13]2[CH:18]=[CH:17][C:16]([O:19][C:20]3[C:29]4[C:24](=[CH:25][C:26]([O:30][CH3:31])=[CH:27][N:28]=4)[N:23]=[CH:22][CH:21]=3)=[CH:15][CH:14]=2)=[N:4][N:3]=1.[CH3:32][C:33]([CH3:37])([CH3:36])[C:34]#[CH:35].C(#N)C, predict the reaction product. The product is: [CH3:32][C:33]([CH3:37])([CH3:36])[C:34]#[C:35][C:2]1[C:11]2[C:6](=[CH:7][CH:8]=[CH:9][CH:10]=2)[C:5]([NH:12][C:13]2[CH:18]=[CH:17][C:16]([O:19][C:20]3[C:29]4[C:24](=[CH:25][C:26]([O:30][CH3:31])=[CH:27][N:28]=4)[N:23]=[CH:22][CH:21]=3)=[CH:15][CH:14]=2)=[N:4][N:3]=1.